This data is from Full USPTO retrosynthesis dataset with 1.9M reactions from patents (1976-2016). The task is: Predict the reactants needed to synthesize the given product. (1) Given the product [CH:11]1([CH2:14][O:15][C:28]2[C:27]([C:24]3[CH:25]=[N:26][C:21]([NH:20][C:19]([NH:18][CH2:16][CH3:17])=[O:49])=[CH:22][C:23]=3[C:38]3[S:39][CH:40]=[C:41]([C:43]4[CH:44]=[N:45][N:46]([CH3:48])[CH:47]=4)[N:42]=3)=[CH:32][C:31]([C:33]([O:35][CH2:36][CH:51]3[CH2:50][CH2:54]3)=[O:34])=[CH:30][N:29]=2)[CH2:13][CH2:12]1, predict the reactants needed to synthesize it. The reactants are: C[Si]([N-][Si](C)(C)C)(C)C.[Li+].[CH:11]1([CH2:14][OH:15])[CH2:13][CH2:12]1.[CH2:16]([NH:18][C:19](=[O:49])[NH:20][C:21]1[N:26]=[CH:25][C:24]([C:27]2[C:28](F)=[N:29][CH:30]=[C:31]([C:33]([O:35][CH3:36])=[O:34])[CH:32]=2)=[C:23]([C:38]2[S:39][CH:40]=[C:41]([C:43]3[CH:44]=[N:45][N:46]([CH3:48])[CH:47]=3)[N:42]=2)[CH:22]=1)[CH3:17].[CH2:50]1[CH2:54]OC[CH2:51]1. (2) Given the product [Cl:1][C:2]1[CH:3]=[C:4]([CH:5]=[CH:6][C:7]=1[Cl:8])[O:9][C:17]1[CH:24]=[CH:23][C:22]([F:25])=[CH:21][C:18]=1[C:19]#[N:20], predict the reactants needed to synthesize it. The reactants are: [Cl:1][C:2]1[CH:3]=[C:4]([OH:9])[CH:5]=[CH:6][C:7]=1[Cl:8].C(=O)([O-])[O-].[K+].[K+].F[C:17]1[CH:24]=[CH:23][C:22]([F:25])=[CH:21][C:18]=1[C:19]#[N:20]. (3) Given the product [F:16][C:15]([F:18])([F:17])[C:65]([OH:66])=[O:34].[Cl:1][C:2]1[CH:3]=[C:4]([NH:19][C:20]2[C:30]3[CH:29]=[C:28]([C:31]([NH:56][CH2:57][CH2:58][O:59][CH2:60][CH2:61][OH:62])=[O:33])[CH2:27][CH2:26][NH:25][C:24]=3[N:23]=[CH:22][N:21]=2)[CH:5]=[CH:6][C:7]=1[O:8][C:9]1[CH:14]=[CH:13][CH:12]=[C:11]([C:15]([F:18])([F:16])[F:17])[CH:10]=1, predict the reactants needed to synthesize it. The reactants are: [Cl:1][C:2]1[CH:3]=[C:4]([NH:19][C:20]2[C:30]3[CH:29]=[C:28]([C:31]([OH:33])=O)[CH2:27][CH2:26][NH:25][C:24]=3[N:23]=[CH:22][N:21]=2)[CH:5]=[CH:6][C:7]=1[O:8][C:9]1[CH:14]=[CH:13][CH:12]=[C:11]([C:15]([F:18])([F:17])[F:16])[CH:10]=1.[OH:34]N1C2C=CC=CC=2N=N1.Cl.C(N=C=NCCCN(C)C)C.[NH2:56][CH2:57][CH2:58][O:59][CH2:60][CH2:61][OH:62].CN(C)[CH:65]=[O:66]. (4) The reactants are: CS([O:5][C@H:6]1[CH2:11][CH2:10][C@H:9]([C:12]([F:15])([F:14])[CH3:13])[CH2:8][CH2:7]1)(=O)=O.O[C:17]1[CH:18]=[C:19]2[C:24](=[CH:25][CH:26]=1)[CH:23]=[C:22]([CH2:27][N:28]1[CH2:31][CH:30]([C:32]([O:34]C)=[O:33])[CH2:29]1)[CH:21]=[CH:20]2.C([O-])([O-])=O.[Cs+].[Cs+].Cl. Given the product [F:14][C:12]([C@H:9]1[CH2:10][CH2:11][C@H:6]([O:5][C:17]2[CH:18]=[C:19]3[C:24](=[CH:25][CH:26]=2)[CH:23]=[C:22]([CH2:27][N:28]2[CH2:29][CH:30]([C:32]([OH:34])=[O:33])[CH2:31]2)[CH:21]=[CH:20]3)[CH2:7][CH2:8]1)([F:15])[CH3:13], predict the reactants needed to synthesize it. (5) Given the product [F:1][C:2]1[CH:3]=[C:4]([CH:5]=[O:6])[CH:7]=[CH:8][C:9]=1[O:11][C:12]1[CH:13]=[C:14]([CH:17]=[CH:18][CH:19]=1)[C:15]#[N:16], predict the reactants needed to synthesize it. The reactants are: [F:1][C:2]1[CH:3]=[C:4]([CH:7]=[CH:8][C:9]=1F)[CH:5]=[O:6].[OH:11][C:12]1[CH:13]=[C:14]([CH:17]=[CH:18][CH:19]=1)[C:15]#[N:16]. (6) Given the product [O:3]=[C:2]1[NH:1][CH:7]([CH2:8][C:9]([NH:25][C:24]2[CH:23]=[CH:22][C:21]([CH2:20][N:19]3[C:18]4[CH:28]=[CH:29][CH:30]=[CH:31][C:17]=4[N:16]=[C:15]3[CH:12]([CH3:14])[CH3:13])=[CH:27][CH:26]=2)=[O:11])[C:5](=[O:6])[NH:4]1, predict the reactants needed to synthesize it. The reactants are: [NH:1]1[CH:7]([CH2:8][C:9]([OH:11])=O)[C:5](=[O:6])[NH:4][C:2]1=[O:3].[CH:12]([C:15]1[N:19]([CH2:20][C:21]2[CH:27]=[CH:26][C:24]([NH2:25])=[CH:23][CH:22]=2)[C:18]2[CH:28]=[CH:29][CH:30]=[CH:31][C:17]=2[N:16]=1)([CH3:14])[CH3:13].